From a dataset of Reaction yield outcomes from USPTO patents with 853,638 reactions. Predict the reaction yield, written as a fraction of the theoretical maximum amount of product (1.0 means a 100% yield; for example, 0.34 means a 34% yield). (1) The reactants are [C:1]([N:8]1[CH2:13][CH2:12][CH:11]([CH2:14][CH2:15]O)[CH2:10][CH2:9]1)([O:3][C:4]([CH3:7])([CH3:6])[CH3:5])=[O:2].C1(P(C2C=CC=CC=2)C2C=CC=CC=2)C=CC=CC=1.N1C=CN=C1.[I:41]I. The catalyst is C1COCC1. The product is [I:41][CH2:15][CH2:14][CH:11]1[CH2:12][CH2:13][N:8]([C:1]([O:3][C:4]([CH3:7])([CH3:6])[CH3:5])=[O:2])[CH2:9][CH2:10]1. The yield is 0.850. (2) The reactants are [F:1][C:2]1[CH:3]=[C:4]([S:9]([N:12]2[C:16]([C:17]3[C:18]([F:23])=[N:19][CH:20]=[CH:21][CH:22]=3)=[CH:15][C:14]([CH2:24][N:25](C)[C:26](=O)OC(C)(C)C)=[CH:13]2)(=[O:11])=[O:10])[CH:5]=[CH:6][C:7]=1[CH3:8].C(OCC)(=O)C.[ClH:40]. The catalyst is C(O)C. The product is [ClH:40].[F:1][C:2]1[CH:3]=[C:4]([S:9]([N:12]2[C:16]([C:17]3[C:18]([F:23])=[N:19][CH:20]=[CH:21][CH:22]=3)=[CH:15][C:14]([CH2:24][NH:25][CH3:26])=[CH:13]2)(=[O:11])=[O:10])[CH:5]=[CH:6][C:7]=1[CH3:8]. The yield is 0.500. (3) The reactants are C([C@H](NC(=O)[C@H](C1OC(C2C=CC(C3C=CC=CC=3)=CC=2)=CC=1)CC(O)=O)CO)C1C=CC=CC=1.C([O:40][C:41](=[O:73])[CH2:42][CH:43]([C:56]1[O:60][C:59]([C:61]2[CH:66]=[CH:65][C:64]([C:67]3[CH:72]=[CH:71][CH:70]=[CH:69][CH:68]=3)=[CH:63][CH:62]=2)=[CH:58][CH:57]=1)[C:44]([NH:46][C@H:47]([C:52](=[O:55])[NH:53][CH3:54])[C:48]([CH3:51])([CH3:50])[CH3:49])=[O:45])(C)(C)C.FC(F)(F)C(O)=O.CC(OC)(C)C. The catalyst is C(Cl)Cl. The product is [CH3:49][C:48]([CH3:51])([CH3:50])[C@H:47]([NH:46][C:44](=[O:45])[CH:43]([C:56]1[O:60][C:59]([C:61]2[CH:62]=[CH:63][C:64]([C:67]3[CH:72]=[CH:71][CH:70]=[CH:69][CH:68]=3)=[CH:65][CH:66]=2)=[CH:58][CH:57]=1)[CH2:42][C:41]([OH:73])=[O:40])[C:52](=[O:55])[NH:53][CH3:54]. The yield is 0.480. (4) The reactants are [Br:1][CH2:2][CH2:3][CH2:4][OH:5].[C:6]1(=[O:10])[O:9][CH2:8][CH2:7]1. No catalyst specified. The product is [Br:1][CH2:2][CH2:3][CH2:4][O:5][CH2:8][CH2:7][C:6]([OH:10])=[O:9]. The yield is 0.640. (5) The reactants are [Cl:1][C:2]1[CH:10]=[C:9]([O:11][CH3:12])[C:8]([O:13][CH2:14][CH3:15])=[CH:7][C:3]=1[C:4](O)=[O:5].C(Cl)(=O)C(Cl)=O.[NH3:22]. The catalyst is ClCCl.CN(C)C=O. The product is [Cl:1][C:2]1[CH:10]=[C:9]([O:11][CH3:12])[C:8]([O:13][CH2:14][CH3:15])=[CH:7][C:3]=1[C:4]([NH2:22])=[O:5]. The yield is 0.940.